The task is: Predict which catalyst facilitates the given reaction.. This data is from Catalyst prediction with 721,799 reactions and 888 catalyst types from USPTO. (1) Reactant: [CH3:1][CH:2]([C:8]([C:10]([F:13])([F:12])[F:11])=O)[C:3]([O:5][CH2:6][CH3:7])=[O:4].C([O-])(=O)C.[NH4+:18]. Product: [CH2:6]([O:5][C:3](=[O:4])[C:2]([CH3:1])=[C:8]([NH2:18])[C:10]([F:13])([F:12])[F:11])[CH3:7]. The catalyst class is: 40. (2) Reactant: [CH2:1]([N:8]1[C:16]2([CH:21]=[CH:20][NH:19][CH2:18][CH2:17]2)[C:15]2[C:10](=[CH:11][CH:12]=[CH:13][CH:14]=2)[C:9]1=[O:22])[C:2]1[CH:7]=[CH:6][CH:5]=[CH:4][CH:3]=1.C([O-])=O.[NH4+]. Product: [CH2:1]([N:8]1[C:16]2([CH2:21][CH2:20][NH:19][CH2:18][CH2:17]2)[C:15]2[C:10](=[CH:11][CH:12]=[CH:13][CH:14]=2)[C:9]1=[O:22])[C:2]1[CH:7]=[CH:6][CH:5]=[CH:4][CH:3]=1. The catalyst class is: 63. (3) Reactant: C([O:3][C:4]([C@@H:6]1[CH2:11][CH2:10][CH2:9][N:8]([C:12](=[O:45])[C@@H:13]([NH:15][C:16]([C:18]2[N:22]3[C@@:23]([CH2:36][C:37]4[CH:42]=[CH:41][C:40]([C:43]#[N:44])=[CH:39][CH:38]=4)([CH3:35])[C:24](=[O:34])[N:25]([C:26]4[CH:31]=[C:30]([Cl:32])[CH:29]=[C:28]([Cl:33])[CH:27]=4)[C:21]3=[N:20][CH:19]=2)=[O:17])[CH3:14])[CH2:7]1)=O)C.[NH3:46]. Product: [C:4]([C@@H:6]1[CH2:11][CH2:10][CH2:9][N:8]([C:12](=[O:45])[C@@H:13]([NH:15][C:16]([C:18]2[N:22]3[C@@:23]([CH2:36][C:37]4[CH:42]=[CH:41][C:40]([C:43]#[N:44])=[CH:39][CH:38]=4)([CH3:35])[C:24](=[O:34])[N:25]([C:26]4[CH:27]=[C:28]([Cl:33])[CH:29]=[C:30]([Cl:32])[CH:31]=4)[C:21]3=[N:20][CH:19]=2)=[O:17])[CH3:14])[CH2:7]1)(=[O:3])[NH2:46]. The catalyst class is: 5. (4) Reactant: [CH2:1]([O:8][C:9]1[CH:14]=[CH:13][C:12]([C:15]2[NH:27][C:18]3=[N:19][CH:20]=[CH:21][C:22]([CH2:23][C:24](O)=[O:25])=[C:17]3[N:16]=2)=[CH:11][CH:10]=1)[C:2]1[CH:7]=[CH:6][CH:5]=[CH:4][CH:3]=1.C[CH2:29][N:30]=C=NCCCN(C)C.Cl.CN.CCO. Product: [CH2:1]([O:8][C:9]1[CH:14]=[CH:13][C:12]([C:15]2[NH:27][C:18]3=[N:19][CH:20]=[CH:21][C:22]([CH2:23][C:24]([NH:30][CH3:29])=[O:25])=[C:17]3[N:16]=2)=[CH:11][CH:10]=1)[C:2]1[CH:3]=[CH:4][CH:5]=[CH:6][CH:7]=1. The catalyst class is: 79. (5) Reactant: [C:1]([CH2:3][C:4]([O:6][CH3:7])=[O:5])#[N:2].C(N(C(C)C)CC)(C)C.Br[CH:18]([CH3:28])[C:19]([C:21]1[CH:26]=[CH:25][CH:24]=[CH:23][C:22]=1[F:27])=[O:20]. Product: [C:1]([CH:3]([CH:18]([CH3:28])[C:19]([C:21]1[CH:26]=[CH:25][CH:24]=[CH:23][C:22]=1[F:27])=[O:20])[C:4]([O:6][CH3:7])=[O:5])#[N:2]. The catalyst class is: 7.